This data is from Full USPTO retrosynthesis dataset with 1.9M reactions from patents (1976-2016). The task is: Predict the reactants needed to synthesize the given product. (1) Given the product [C:7]1([C:6]2[C:2]([C:1]([OH:14])=[O:19])=[N:3][NH:4][CH:5]=2)[CH:8]=[CH:9][CH:10]=[CH:11][CH:12]=1, predict the reactants needed to synthesize it. The reactants are: [CH3:1][C:2]1[C:6]([C:7]2[CH:12]=[CH:11][CH:10]=[CH:9][CH:8]=2)=[CH:5][NH:4][N:3]=1.[Mn]([O-])(=O)(=O)=[O:14].[K+].[OH2:19]. (2) Given the product [F:1][C:2]1[CH:7]=[C:6]([N:8]2[CH2:9][CH2:10][O:11][CH2:12][CH2:13]2)[C:5]([F:14])=[CH:4][C:3]=1[N:15]1[CH:20]=[C:19]([O:21][CH3:22])[C:18](=[O:23])[C:17]([C:24]([N:29]([O:30][CH3:31])[CH3:28])=[O:25])=[N:16]1, predict the reactants needed to synthesize it. The reactants are: [F:1][C:2]1[CH:7]=[C:6]([N:8]2[CH2:13][CH2:12][O:11][CH2:10][CH2:9]2)[C:5]([F:14])=[CH:4][C:3]=1[N:15]1[CH:20]=[C:19]([O:21][CH3:22])[C:18](=[O:23])[C:17]([C:24](O)=[O:25])=[N:16]1.Cl.[CH3:28][NH:29][O:30][CH3:31].C1C=CC2N(O)N=NC=2C=1.C(N(CC)CC)C.CCN=C=NCCCN(C)C. (3) Given the product [C:25]([O:29][C:30](=[O:38])[NH:31][CH:32]([CH:33]([CH3:34])[CH3:35])[C@H:36]([OH:37])[C:9]1[O:8][C:7]([C:1]2[CH:2]=[CH:3][CH:4]=[CH:5][CH:6]=2)=[N:11][N:10]=1)([CH3:28])([CH3:27])[CH3:26], predict the reactants needed to synthesize it. The reactants are: [C:1]1([C:7]2[O:8][CH:9]=[N:10][N:11]=2)[CH:6]=[CH:5][CH:4]=[CH:3][CH:2]=1.[Li]CCCC.[Mg+2].[Br-].[Br-].O(CC)CC.[C:25]([O:29][C:30](=[O:38])[NH:31][C@H:32]([CH:36]=[O:37])[CH:33]([CH3:35])[CH3:34])([CH3:28])([CH3:27])[CH3:26].